From a dataset of Catalyst prediction with 721,799 reactions and 888 catalyst types from USPTO. Predict which catalyst facilitates the given reaction. (1) Product: [CH:12]([N:15]1[CH2:20][CH2:19][N:18]([C:2]2[CH:3]=[CH:4][C:5]([N+:9]([O-:11])=[O:10])=[C:6]([NH2:7])[CH:8]=2)[CH2:17][CH2:16]1)([CH3:14])[CH3:13]. Reactant: Cl[C:2]1[CH:3]=[CH:4][C:5]([N+:9]([O-:11])=[O:10])=[C:6]([CH:8]=1)[NH2:7].[CH:12]([N:15]1[CH2:20][CH2:19][NH:18][CH2:17][CH2:16]1)([CH3:14])[CH3:13].C(=O)([O-])[O-].[K+].[K+].O. The catalyst class is: 80. (2) Reactant: [CH3:1][C:2]([CH3:9])([CH3:8])[C:3](=O)[CH2:4][C:5]#[N:6].[N+:10]([O-])([O-])=O.[NH4+].N. Product: [NH2:10]/[C:3](/[C:2]([CH3:9])([CH3:8])[CH3:1])=[CH:4]\[C:5]#[N:6]. The catalyst class is: 8. (3) Reactant: [CH3:1][O:2][C:3]1[CH:15]=[CH:14][C:6]2[C:7]([CH:10]([OH:13])CO)=[CH:8][O:9][C:5]=2[CH:4]=1. Product: [CH3:1][O:2][C:3]1[CH:15]=[CH:14][C:6]2[C:7]([CH:10]=[O:13])=[CH:8][O:9][C:5]=2[CH:4]=1. The catalyst class is: 20. (4) Reactant: [F:1][C:2]1[CH:7]=[CH:6][C:5]([C:8]([N:10]2[CH2:15][CH2:14][N:13]3[N:16]=[C:17]([CH2:20][O:21][C:22]4[CH:27]=[CH:26][CH:25]=[CH:24][CH:23]=4)[C:18](I)=[C:12]3[CH2:11]2)=[O:9])=[CH:4][CH:3]=1.[B:28](OC)([O:31]C)[O:29]C. Product: [F:1][C:2]1[CH:7]=[CH:6][C:5]([C:8]([N:10]2[CH2:15][CH2:14][N:13]3[N:16]=[C:17]([CH2:20][O:21][C:22]4[CH:27]=[CH:26][CH:25]=[CH:24][CH:23]=4)[C:18]([B:28]([OH:31])[OH:29])=[C:12]3[CH2:11]2)=[O:9])=[CH:4][CH:3]=1. The catalyst class is: 20. (5) Reactant: [NH2:1][C:2]1[C:3]([Cl:13])=[CH:4][C:5]([F:12])=[C:6]([CH:11]=1)[C:7]([O:9][CH3:10])=[O:8].N1C=CC=CC=1.[CH3:20][S:21](Cl)(=[O:23])=[O:22]. Product: [Cl:13][C:3]1[C:2]([NH:1][S:21]([CH3:20])(=[O:23])=[O:22])=[CH:11][C:6]([C:7]([O:9][CH3:10])=[O:8])=[C:5]([F:12])[CH:4]=1. The catalyst class is: 2. (6) Reactant: [CH3:1][O:2][C:3]([C:5]1[S:6][C:7]([C:18]2[CH:23]=[CH:22][C:21]([F:24])=[CH:20][CH:19]=2)=[C:8]([C:10]2[CH:15]=[CH:14][C:13]([S:16][CH3:17])=[CH:12][CH:11]=2)[CH:9]=1)=[O:4].C1C=C(Cl)C=C(C(OO)=[O:33])C=1.CCOC(C)=O. Product: [CH3:1][O:2][C:3]([C:5]1[S:6][C:7]([C:18]2[CH:19]=[CH:20][C:21]([F:24])=[CH:22][CH:23]=2)=[C:8]([C:10]2[CH:11]=[CH:12][C:13]([S:16]([CH3:17])=[O:33])=[CH:14][CH:15]=2)[CH:9]=1)=[O:4]. The catalyst class is: 635.